Dataset: Reaction yield outcomes from USPTO patents with 853,638 reactions. Task: Predict the reaction yield, written as a fraction of the theoretical maximum amount of product (1.0 means a 100% yield; for example, 0.34 means a 34% yield). The reactants are [OH:1][NH2:2].C([O:5][C:6](=O)[CH2:7][CH2:8][CH2:9][CH2:10][CH2:11][CH2:12][N:13]([C:20]1[CH:25]=[CH:24][C:23]([C:26]2[CH:31]=[CH:30][C:29]([F:32])=[CH:28][CH:27]=2)=[CH:22][N:21]=1)[C:14]1[CH:19]=[CH:18][CH:17]=[CH:16][N:15]=1)C. The catalyst is CN(C=O)C.CO. The product is [F:32][C:29]1[CH:28]=[CH:27][C:26]([C:23]2[CH:24]=[CH:25][C:20]([N:13]([C:14]3[CH:19]=[CH:18][CH:17]=[CH:16][N:15]=3)[CH2:12][CH2:11][CH2:10][CH2:9][CH2:8][CH2:7][C:6]([NH:2][OH:1])=[O:5])=[N:21][CH:22]=2)=[CH:31][CH:30]=1. The yield is 0.700.